This data is from KCNQ2 potassium channel screen with 302,405 compounds. The task is: Binary Classification. Given a drug SMILES string, predict its activity (active/inactive) in a high-throughput screening assay against a specified biological target. The molecule is s1c(NC(=O)CC2CC(OC2=O)C)nc(c2ccccc2)c1. The result is 0 (inactive).